From a dataset of Full USPTO retrosynthesis dataset with 1.9M reactions from patents (1976-2016). Predict the reactants needed to synthesize the given product. (1) The reactants are: Cl[C:2]1[N:7]=[C:6]([Cl:8])[N:5]=[C:4]([NH:9][C:10]2[CH:15]=[CH:14][CH:13]=[C:12]([N+:16]([O-:18])=[O:17])[CH:11]=2)[N:3]=1.[CH:19]1([NH2:26])[CH2:25][CH2:24][CH2:23][CH2:22][CH2:21][CH2:20]1.[OH-].[Na+].O. Given the product [Cl:8][C:6]1[N:7]=[C:2]([NH:26][CH:19]2[CH2:25][CH2:24][CH2:23][CH2:22][CH2:21][CH2:20]2)[N:3]=[C:4]([NH:9][C:10]2[CH:15]=[CH:14][CH:13]=[C:12]([N+:16]([O-:18])=[O:17])[CH:11]=2)[N:5]=1, predict the reactants needed to synthesize it. (2) Given the product [CH3:17][S:18]([C:21]1[C:22]([C:29]2[CH:34]=[CH:33][CH:32]=[CH:31][CH:30]=2)=[C:23](/[CH:27]=[C:10]2\[C:11](=[O:16])[NH:12][C:13]3[C:9]\2=[CH:8][C:7]([C:1]2[CH:2]=[CH:3][CH:4]=[CH:5][CH:6]=2)=[CH:15][CH:14]=3)[NH:24][C:25]=1[CH3:26])(=[O:20])=[O:19], predict the reactants needed to synthesize it. The reactants are: [C:1]1([C:7]2[CH:8]=[C:9]3[C:13](=[CH:14][CH:15]=2)[NH:12][C:11](=[O:16])[CH2:10]3)[CH:6]=[CH:5][CH:4]=[CH:3][CH:2]=1.[CH3:17][S:18]([C:21]1[C:22]([C:29]2[CH:34]=[CH:33][CH:32]=[CH:31][CH:30]=2)=[C:23]([CH:27]=O)[NH:24][C:25]=1[CH3:26])(=[O:20])=[O:19].CC1(C)C(C)(C)OB(C2C=CC=C3C=2C=CN3)O1.N1CCCCC1.